This data is from Catalyst prediction with 721,799 reactions and 888 catalyst types from USPTO. The task is: Predict which catalyst facilitates the given reaction. (1) Reactant: [OH:1][C:2]1[C:3]([C:22]([NH:24][CH2:25][C:26]([O:28]CC)=[O:27])=[O:23])=[C:4]2[C:9](=[CH:10][C:11]=1[C:12]1[S:13][CH:14]=[CH:15][CH:16]=1)[N:8]=[C:7]([C:17]1[S:18][CH:19]=[CH:20][CH:21]=1)[CH:6]=[N:5]2.[OH-].[Na+]. The catalyst class is: 8. Product: [OH:1][C:2]1[C:3]([C:22]([NH:24][CH2:25][C:26]([OH:28])=[O:27])=[O:23])=[C:4]2[C:9](=[CH:10][C:11]=1[C:12]1[S:13][CH:14]=[CH:15][CH:16]=1)[N:8]=[C:7]([C:17]1[S:18][CH:19]=[CH:20][CH:21]=1)[CH:6]=[N:5]2. (2) Reactant: [CH3:1][O:2][C:3]1[C:59]([O:60][CH2:61][CH2:62][CH2:63][O:64][C:65]2[C:66]([O:92][CH3:93])=[CH:67][C:68]3[C:74](=[O:75])[N:73]4[CH:76]=[C:77](/[CH:79]=[CH:80]/[CH3:81])[CH2:78][C@H:72]4[C:71](=O)[N:70](COCC[Si](C)(C)C)[C:69]=3[CH:91]=2)=[CH:58][C:6]2[N:7](COCC[Si](C)(C)C)[C:8](=O)[C@@H:9]3[CH2:15][C:14](/[CH:16]=[CH:17]/[CH2:18][NH:19][C:20](=[O:48])[C@@H:21]([NH:23][C:24](=[O:47])[C@@H:25]([NH:29][C:30](=[O:46])[O:31][CH2:32][CH:33]4[C:45]5[CH:44]=[CH:43][CH:42]=[CH:41][C:40]=5[C:39]5[C:34]4=[CH:35][CH:36]=[CH:37][CH:38]=5)[CH:26]([CH3:28])[CH3:27])[CH3:22])=[CH:13][N:10]3[C:11](=[O:12])[C:5]=2[CH:4]=1.[Li+].[B-](CC)(CC)CC. Product: [CH3:1][O:2][C:3]1[C:59]([O:60][CH2:61][CH2:62][CH2:63][O:64][C:65]2[C:66]([O:92][CH3:93])=[CH:67][C:68]3[C:74](=[O:75])[N:73]4[CH:76]=[C:77](/[CH:79]=[CH:80]/[CH3:81])[CH2:78][C@H:72]4[CH:71]=[N:70][C:69]=3[CH:91]=2)=[CH:58][C:6]2[N:7]=[CH:8][C@@H:9]3[CH2:15][C:14](/[CH:16]=[CH:17]/[CH2:18][NH:19][C:20](=[O:48])[C@@H:21]([NH:23][C:24](=[O:47])[C@@H:25]([NH:29][C:30](=[O:46])[O:31][CH2:32][CH:33]4[C:45]5[CH:44]=[CH:43][CH:42]=[CH:41][C:40]=5[C:39]5[C:34]4=[CH:35][CH:36]=[CH:37][CH:38]=5)[CH:26]([CH3:28])[CH3:27])[CH3:22])=[CH:13][N:10]3[C:11](=[O:12])[C:5]=2[CH:4]=1. The catalyst class is: 278. (3) Reactant: [C:1]([O:5][C:6]([N:8]1[CH2:12][CH2:11][C@H:10]([NH2:13])[CH2:9]1)=[O:7])([CH3:4])([CH3:3])[CH3:2].[CH3:14][C:15]([C:17]1[CH:22]=[CH:21][C:20]([Cl:23])=[CH:19][C:18]=1[Cl:24])=O.[BH4-].[Na+].[OH-].[Na+]. Product: [CH3:15][CH:17]([CH2:18][CH2:19][CH3:20])[CH3:22].[C:1]([O:5][C:6]([N:8]1[CH2:12][CH2:11][C@H:10]([NH:13][CH:15]([C:17]2[CH:22]=[CH:21][C:20]([Cl:23])=[CH:19][C:18]=2[Cl:24])[CH3:14])[CH2:9]1)=[O:7])([CH3:4])([CH3:2])[CH3:3]. The catalyst class is: 11. (4) Reactant: C(OP([C:9]([F:26])([F:25])[C:10](=[O:24])[CH2:11][C:12]([C:15]1[CH:20]=[C:19]([F:21])[CH:18]=[CH:17][C:16]=1[O:22][CH3:23])([CH3:14])[CH3:13])(=O)OCC)C.[OH-].[Na+]. Product: [F:26][CH:9]([F:25])[C:10](=[O:24])[CH2:11][C:12]([CH3:13])([C:15]1[CH:20]=[C:19]([F:21])[CH:18]=[CH:17][C:16]=1[O:22][CH3:23])[CH3:14]. The catalyst class is: 24. (5) Reactant: Cl[C:2]1[CH:16]=[CH:15][C:5]([C:6]([NH:8][CH2:9][CH2:10][CH2:11][C:12]([OH:14])=[O:13])=[O:7])=[C:4]([OH:17])[CH:3]=1.[OH-].[Na+:19]. Product: [OH:17][C:4]1[CH:3]=[CH:2][CH:16]=[CH:15][C:5]=1[C:6]([NH:8][CH2:9][CH2:10][CH2:11][C:12]([O-:14])=[O:13])=[O:7].[Na+:19]. The catalyst class is: 21. (6) Reactant: [O:1]=[C:2]1[C:11]2[C:6](=[CH:7][CH:8]=[CH:9][CH:10]=2)[C:5]2[CH2:12][C:13]3[CH:14]=[C:15]([NH2:19])[CH:16]=[CH:17][C:18]=3[C:4]=2[NH:3]1.[CH2:20]([N:23]=[C:24]=[O:25])[CH2:21]C. Product: [CH2:20]([NH:23][C:24]([NH:19][C:15]1[CH:16]=[CH:17][C:18]2[C:4]3[NH:3][C:2](=[O:1])[C:11]4[C:6]([C:5]=3[CH2:12][C:13]=2[CH:14]=1)=[CH:7][CH:8]=[CH:9][CH:10]=4)=[O:25])[CH3:21]. The catalyst class is: 3. (7) Reactant: [CH3:1][O:2][C:3]1[CH:4]=[C:5]([O:17][C:18]2[CH:19]=[N:20][C:21]([CH2:24][O:25][CH3:26])=[CH:22][CH:23]=2)[CH:6]=[C:7]2[C:11]=1[NH:10][C:9]([C:12]([O:14]CC)=[O:13])=[CH:8]2.[OH-].[Na+]. Product: [CH3:1][O:2][C:3]1[CH:4]=[C:5]([O:17][C:18]2[CH:19]=[N:20][C:21]([CH2:24][O:25][CH3:26])=[CH:22][CH:23]=2)[CH:6]=[C:7]2[C:11]=1[NH:10][C:9]([C:12]([OH:14])=[O:13])=[CH:8]2. The catalyst class is: 214.